From a dataset of Forward reaction prediction with 1.9M reactions from USPTO patents (1976-2016). Predict the product of the given reaction. (1) Given the reactants [NH2:1][C:2]1[N:11]=[C:10]([C:12]([N:14]2[CH2:22][C:21]3[C:16](=[CH:17][CH:18]=[CH:19][CH:20]=3)[CH2:15]2)=[O:13])[C:9]2[C:4](=[CH:5][CH:6]=[C:7]([C:23]3[CH:28]=[C:27]([F:29])[CH:26]=[CH:25][C:24]=3[CH2:30]Cl)[CH:8]=2)[N:3]=1.C(=O)([O-])[O-].[Cs+].[Cs+].[NH:38]1[CH2:43][CH2:42][CH:41]([OH:44])[CH2:40][CH2:39]1, predict the reaction product. The product is: [NH2:1][C:2]1[N:11]=[C:10]([C:12]([N:14]2[CH2:22][C:21]3[C:16](=[CH:17][CH:18]=[CH:19][CH:20]=3)[CH2:15]2)=[O:13])[C:9]2[C:4](=[CH:5][CH:6]=[C:7]([C:23]3[CH:28]=[C:27]([F:29])[CH:26]=[CH:25][C:24]=3[CH2:30][N:38]3[CH2:43][CH2:42][CH:41]([OH:44])[CH2:40][CH2:39]3)[CH:8]=2)[N:3]=1. (2) Given the reactants [Cl:1][C:2]1[C:4]([Cl:6])([Cl:5])[C:3]=1[Cl:7].[O:8]1[CH:12]=[CH:11][CH:10]=[CH:9]1, predict the reaction product. The product is: [Cl:1][C:2]1[CH:9]2[O:8][CH:12]([C:4]([Cl:6])([Cl:5])[C:3]=1[Cl:7])[CH:11]=[CH:10]2. (3) Given the reactants [CH3:1][O:2][C:3](=[O:12])[CH:4](O)[C:5]1[CH:10]=[CH:9][CH:8]=[CH:7][CH:6]=1.C(=O)([O-])[O-:14].[K+].[K+].[CH2:19]([O:21][C:22](=[O:25])[CH2:23]Br)[CH3:20], predict the reaction product. The product is: [CH3:1][O:2][C:3](=[O:12])[CH2:4][C:5]1[CH:10]=[CH:9][C:8]([O:14][CH2:23][C:22]([O:21][CH2:19][CH3:20])=[O:25])=[CH:7][CH:6]=1. (4) Given the reactants [CH:1]1([C:4]2[N:9]=[C:8]([NH:10][C:11]3[CH:16]=[C:15](B4OC(C)(C)C(C)(C)O4)[CH:14]=[CH:13][N:12]=3)[CH:7]=[CH:6][N:5]=2)[CH2:3][CH2:2]1.Br[C:27]1[C:28]([CH3:35])=[C:29]([NH2:34])[C:30]([Cl:33])=[N:31][CH:32]=1.C(=O)([O-])[O-].[K+].[K+].O1CCOCC1, predict the reaction product. The product is: [Cl:33][C:30]1[N:31]=[CH:32][C:27]([C:15]2[CH:14]=[CH:13][N:12]=[C:11]([NH:10][C:8]3[CH:7]=[CH:6][N:5]=[C:4]([CH:1]4[CH2:2][CH2:3]4)[N:9]=3)[CH:16]=2)=[C:28]([CH3:35])[C:29]=1[NH2:34].